Task: Predict the reaction yield, written as a fraction of the theoretical maximum amount of product (1.0 means a 100% yield; for example, 0.34 means a 34% yield).. Dataset: Reaction yield outcomes from USPTO patents with 853,638 reactions (1) The reactants are [Cl:1][C:2]1[CH:3]=[C:4]2[C:9](=[CH:10][CH:11]=1)[N:8]=[CH:7][CH:6]=[C:5]2[CH2:12][N:13]1[C:21]([C:22]2[N:26]([CH3:27])[CH:25]=[C:24]([C:28]#[N:29])[CH:23]=2)=[C:20]2[C:15]([N:16]([CH2:32][CH:33]3[CH2:35][CH2:34]3)[C:17](=[O:31])[NH:18][C:19]2=S)=[N:14]1.[NH3:36]. The catalyst is C1COCC1.CO.[Hg](Cl)Cl. The product is [NH2:36][C:19]1[C:20]2[C:15](=[N:14][N:13]([CH2:12][C:5]3[C:4]4[C:9](=[CH:10][CH:11]=[C:2]([Cl:1])[CH:3]=4)[N:8]=[CH:7][CH:6]=3)[C:21]=2[C:22]2[N:26]([CH3:27])[CH:25]=[C:24]([C:28]#[N:29])[CH:23]=2)[N:16]([CH2:32][CH:33]2[CH2:35][CH2:34]2)[C:17](=[O:31])[N:18]=1. The yield is 0.480. (2) The reactants are [C:1]([O:5][C:6]([N:8]1[CH2:13][CH2:12][N:11]([CH2:14][C:15]2[CH:16]=[C:17](B(O)O)[C:18]([F:21])=[N:19][CH:20]=2)[CH2:10][CH2:9]1)=[O:7])([CH3:4])([CH3:3])[CH3:2].Cl[C:26]1[N:34]=[C:33]([CH3:35])[N:32]=[C:31]2[C:27]=1[N:28]=[CH:29][N:30]2[CH:36]1[CH2:41][CH2:40][CH2:39][CH2:38][O:37]1.C([O-])(=O)C.[K+].C(O)C.O. The catalyst is CC(P(C(C)(C)C)C1C=CC(N(C)C)=CC=1)(C)C.CC(P(C(C)(C)C)C1C=CC(N(C)C)=CC=1)(C)C.Cl[Pd]Cl. The product is [F:21][C:18]1[N:19]=[CH:20][C:15]([CH2:14][N:11]2[CH2:12][CH2:13][N:8]([C:6]([O:5][C:1]([CH3:4])([CH3:3])[CH3:2])=[O:7])[CH2:9][CH2:10]2)=[CH:16][C:17]=1[C:26]1[N:34]=[C:33]([CH3:35])[N:32]=[C:31]2[C:27]=1[N:28]=[CH:29][N:30]2[CH:36]1[CH2:41][CH2:40][CH2:39][CH2:38][O:37]1. The yield is 0.890.